From a dataset of Full USPTO retrosynthesis dataset with 1.9M reactions from patents (1976-2016). Predict the reactants needed to synthesize the given product. (1) Given the product [C:7]([C:11]1[N:16]=[C:15]([O:17][C:18]2[C:23]([CH3:24])=[CH:22][C:21]([CH3:25])=[CH:20][C:19]=2[CH3:26])[C:14]([C:27]([NH:31][S:30]([C:34]2[S:35][CH:36]=[C:37]([NH:39][C:40](=[O:46])[O:41][C:42]([CH3:44])([CH3:43])[CH3:45])[N:38]=2)(=[O:32])=[O:33])=[O:29])=[CH:13][CH:12]=1)([CH3:8])([CH3:9])[CH3:10], predict the reactants needed to synthesize it. The reactants are: C([O-])([O-])=O.[K+].[K+].[C:7]([C:11]1[N:16]=[C:15]([O:17][C:18]2[C:23]([CH3:24])=[CH:22][C:21]([CH3:25])=[CH:20][C:19]=2[CH3:26])[C:14]([C:27]([OH:29])=O)=[CH:13][CH:12]=1)([CH3:10])([CH3:9])[CH3:8].[S:30]([C:34]1[S:35][CH:36]=[C:37]([NH:39][C:40](=[O:46])[O:41][C:42]([CH3:45])([CH3:44])[CH3:43])[N:38]=1)(=[O:33])(=[O:32])[NH2:31].CN(C(ON1N=NC2C=CC=NC1=2)=[N+](C)C)C.F[P-](F)(F)(F)(F)F. (2) Given the product [F:1][C:2]1[CH:3]=[CH:4][C:5]([O:29][CH3:31])=[C:6]([C:8]([CH3:27])([CH3:28])[CH2:9][C:10]([OH:26])([C:22]([F:25])([F:24])[F:23])[CH2:11][C:12]2[CH:19]=[C:18]([CH3:20])[CH:17]=[C:16]([CH3:21])[C:13]=2[C:14]#[N:15])[CH:7]=1.[F:30][C:31]1[CH:32]=[CH:33][C:34]([O:58][CH3:2])=[C:35]([C:37]([CH3:56])([CH3:57])[CH2:38][C:39]([OH:55])([C:51]([F:54])([F:53])[F:52])[CH2:40][C:41]2[CH:48]=[C:47]([CH3:49])[C:44]([C:45]#[N:46])=[C:43]([CH3:50])[CH:42]=2)[CH:36]=1, predict the reactants needed to synthesize it. The reactants are: [F:1][C:2]1[CH:3]=[CH:4][C:5]([OH:29])=[C:6]([C:8]([CH3:28])([CH3:27])[CH2:9][C:10]([OH:26])([C:22]([F:25])([F:24])[F:23])[CH2:11][C:12]2[CH:19]=[C:18]([CH3:20])[CH:17]=[C:16]([CH3:21])[C:13]=2[C:14]#[N:15])[CH:7]=1.[F:30][C:31]1[CH:32]=[CH:33][C:34]([OH:58])=[C:35]([C:37]([CH3:57])([CH3:56])[CH2:38][C:39]([OH:55])([C:51]([F:54])([F:53])[F:52])[CH2:40][C:41]2[CH:48]=[C:47]([CH3:49])[C:44]([C:45]#[N:46])=[C:43]([CH3:50])[CH:42]=2)[CH:36]=1. (3) Given the product [CH2:28]([O:35][C:36]1[C:41]([CH2:42][N:6]2[CH2:5][CH2:4][C:3]3[C:8](=[C:9]([Cl:16])[C:10]([O:12][CH:13]([CH3:15])[CH3:14])=[CH:11][C:2]=3[Br:1])[C:7]2=[O:17])=[C:40]([CH3:44])[CH:39]=[C:38]([CH3:45])[N:37]=1)[C:29]1[CH:34]=[CH:33][CH:32]=[CH:31][CH:30]=1, predict the reactants needed to synthesize it. The reactants are: [Br:1][C:2]1[CH:11]=[C:10]([O:12][CH:13]([CH3:15])[CH3:14])[C:9]([Cl:16])=[C:8]2[C:3]=1[CH2:4][CH2:5][NH:6][C:7]2=[O:17].C[Si]([N-][Si](C)(C)C)(C)C.[K+].[CH2:28]([O:35][C:36]1[C:41]([CH2:42]Cl)=[C:40]([CH3:44])[CH:39]=[C:38]([CH3:45])[N:37]=1)[C:29]1[CH:34]=[CH:33][CH:32]=[CH:31][CH:30]=1. (4) Given the product [CH3:20][N:21]([CH2:1][C:3]1[C:4]([N:9]2[CH:13]=[C:12]([C:14]([O:16][CH2:17][CH3:18])=[O:15])[C:11]([CH3:19])=[N:10]2)=[N:5][CH:6]=[CH:7][CH:8]=1)[CH3:22], predict the reactants needed to synthesize it. The reactants are: [CH:1]([C:3]1[C:4]([N:9]2[CH:13]=[C:12]([C:14]([O:16][CH2:17][CH3:18])=[O:15])[C:11]([CH3:19])=[N:10]2)=[N:5][CH:6]=[CH:7][CH:8]=1)=O.[CH3:20][NH:21][CH3:22]. (5) Given the product [F:29][C:30]1([F:35])[CH2:34][CH2:33][N:32]([C:24]([C:20]2([CH3:27])[CH2:19][N:18]([C:17]3[CH:16]=[N:15][N:11]4[CH2:12][C@H:13]([CH3:14])[N:8]([C:6]([O:5][C:1]([CH3:4])([CH3:3])[CH3:2])=[O:7])[CH2:9][C:10]=34)[C:22](=[O:23])[CH2:21]2)=[O:25])[CH2:31]1, predict the reactants needed to synthesize it. The reactants are: [C:1]([O:5][C:6]([N:8]1[C@@H:13]([CH3:14])[CH2:12][N:11]2[N:15]=[CH:16][C:17]([N:18]3[C:22](=[O:23])[CH2:21][C:20]([CH3:27])([C:24](O)=[O:25])[CH2:19]3)=[C:10]2[CH2:9]1)=[O:7])([CH3:4])([CH3:3])[CH3:2].Cl.[F:29][C:30]1([F:35])[CH2:34][CH2:33][NH:32][CH2:31]1.CCN(C(C)C)C(C)C.CN(C(ON1N=NC2C=CC=NC1=2)=[N+](C)C)C.F[P-](F)(F)(F)(F)F. (6) Given the product [Br:1][C:2]1[C:7]([CH3:8])=[CH:6][C:5]([C:19]2[CH:20]=[N:21][CH:22]=[N:23][CH:24]=2)=[CH:4][C:3]=1[CH3:10], predict the reactants needed to synthesize it. The reactants are: [Br:1][C:2]1[C:7]([CH3:8])=[CH:6][C:5](I)=[CH:4][C:3]=1[CH3:10].CC1(C)C(C)(C)OB([C:19]2[CH:20]=[N:21][CH:22]=[N:23][CH:24]=2)O1.C([O-])([O-])=O.[Na+].[Na+]. (7) Given the product [C:38]([C:34]1[CH:33]=[C:32]([C:30]2[N:31]=[C:22]([CH:19]3[CH2:18][CH2:17][CH:16]([O:15][CH2:14][C:13]([OH:40])=[O:12])[CH2:21][CH2:20]3)[CH:23]=[C:24]3[C:29]=2[N:28]=[CH:27][CH:26]=[CH:25]3)[CH:37]=[CH:36][CH:35]=1)#[N:39], predict the reactants needed to synthesize it. The reactants are: FC(F)(F)C(O)=O.C([O:12][C:13](=[O:40])[CH2:14][O:15][CH:16]1[CH2:21][CH2:20][CH:19]([C:22]2[CH:23]=[C:24]3[C:29](=[C:30]([C:32]4[CH:37]=[CH:36][CH:35]=[C:34]([C:38]#[N:39])[CH:33]=4)[N:31]=2)[N:28]=[CH:27][CH:26]=[CH:25]3)[CH2:18][CH2:17]1)(C)(C)C.